This data is from Full USPTO retrosynthesis dataset with 1.9M reactions from patents (1976-2016). The task is: Predict the reactants needed to synthesize the given product. (1) The reactants are: [Cl:1][C:2]1[C:3]([N:13]2[CH2:18][CH2:17][N:16](C(OC(C)(C)C)=O)[CH2:15][CH2:14]2)=[N:4][CH:5]=[C:6]([C:8]([CH:10]2[CH2:12][CH2:11]2)=[O:9])[CH:7]=1.[ClH:26]. Given the product [ClH:1].[ClH:26].[Cl:1][C:2]1[CH:7]=[C:6]([C:8]([CH:10]2[CH2:11][CH2:12]2)=[O:9])[CH:5]=[N:4][C:3]=1[N:13]1[CH2:18][CH2:17][NH:16][CH2:15][CH2:14]1, predict the reactants needed to synthesize it. (2) Given the product [CH3:1][O:2][C:3](=[O:22])/[CH:4]=[CH:5]/[C:6]1[CH:20]=[CH:19][C:18]2[O:17][C:11]3([CH2:16][CH2:15][NH:14][CH2:13][CH2:12]3)[C:9](=[O:21])[C:8]=2[CH:7]=1, predict the reactants needed to synthesize it. The reactants are: [CH3:1][O:2][C:3](=[O:22])/[CH:4]=[CH:5]/[C:6]1[CH:7]=[C:8]2[C:18](=[CH:19][CH:20]=1)[O:17][C:11]1([CH2:16][CH2:15][NH:14][CH2:13][CH2:12]1)C[C:9]2=[O:21].COC(=O)/C=C/C1C=CC2OC3(CCN(C(OC(C)(C)C)=O)CC3)C(=O)C=2C=1.